From a dataset of Forward reaction prediction with 1.9M reactions from USPTO patents (1976-2016). Predict the product of the given reaction. (1) Given the reactants [CH:1](=O)[C:2]([CH3:4])=[O:3].[C:6]([CH:11]=P(C1C=CC=CC=1)(C1C=CC=CC=1)C1C=CC=CC=1)([O:8][CH2:9][CH3:10])=[O:7].CN(C)C=O.O, predict the reaction product. The product is: [O:3]=[C:2]([CH3:4])[CH:1]=[CH:11][C:6]([O:8][CH2:9][CH3:10])=[O:7]. (2) The product is: [F:1][C:2]1[C:3]([N:12]2[N:16]=[CH:15][CH:14]=[N:13]2)=[C:4]([C:5]([N:20]2[CH2:21][CH2:22][CH2:23][C@@H:18]([CH3:17])[C@H:19]2[CH2:24][NH:25][C:37]2[CH:42]=[CH:41][C:40]([C:43]([F:46])([F:45])[F:44])=[CH:39][N:38]=2)=[O:7])[CH:8]=[C:9]([CH3:11])[CH:10]=1. Given the reactants [F:1][C:2]1[C:3]([N:12]2[N:16]=[CH:15][CH:14]=[N:13]2)=[C:4]([CH:8]=[C:9]([CH3:11])[CH:10]=1)[C:5]([OH:7])=O.[CH3:17][C@@H:18]1[CH2:23][CH2:22][CH2:21][NH:20][C@@H:19]1[CH2:24][N:25]1C(=O)C2C(=CC=CC=2)C1=O.Cl[C:37]1[CH:42]=[CH:41][C:40]([C:43]([F:46])([F:45])[F:44])=[CH:39][N:38]=1, predict the reaction product. (3) Given the reactants [CH3:1][S:2]([OH:5])(=[O:4])=[O:3].ClC1N2C=CC=CC2=NC=1COC1C=CC([C:24]2[C:25](=[O:39])[C:26]([CH3:38])([CH3:37])[O:27][C:28]=2[C:29]2[CH:34]=[CH:33][C:32]([O:35][CH3:36])=[CH:31][CH:30]=2)=CC=1, predict the reaction product. The product is: [CH3:1][S:2]([OH:5])(=[O:4])=[O:3].[CH3:36][O:35][C:32]1[CH:31]=[CH:30][C:29]([C:28]2[O:27][C:26]([CH3:37])([CH3:38])[C:25](=[O:39])[CH:24]=2)=[CH:34][CH:33]=1. (4) The product is: [Cl:1][C:2]1[S:6][C:5]([CH:7]2[CH2:12][CH2:11][N:10]([C:13](=[O:24])[CH2:14][N:15]3[C:56]([CH3:57])=[CH:49][C:47]([CH2:48][C:61]([OH:67])=[O:62])=[N:44]3)[CH2:9][CH2:8]2)=[N:4][C:3]=1[C:25]1[CH:30]=[C:29]([C:31]([CH3:34])([CH3:32])[CH3:33])[C:28]([O:35][CH3:36])=[C:27]([C:37]([CH3:39])([CH3:38])[CH3:40])[CH:26]=1. Given the reactants [Cl:1][C:2]1[S:6][C:5]([CH:7]2[CH2:12][CH2:11][N:10]([C:13](=[O:24])[CH2:14][N:15]3C4=NC=CC=C4N=C3)[CH2:9][CH2:8]2)=[N:4][C:3]=1[C:25]1[CH:30]=[C:29]([C:31]([CH3:34])([CH3:33])[CH3:32])[C:28]([O:35][CH3:36])=[C:27]([C:37]([CH3:40])([CH3:39])[CH3:38])[CH:26]=1.C([N:44]([CH:47]([CH3:49])[CH3:48])CC)(C)C.CCN=C=NC[CH2:56][CH2:57]N(C)C.[C:61]([OH:67])(C(F)(F)F)=[O:62], predict the reaction product. (5) Given the reactants FC(F)(F)S([O:6][S:7]([C:10]([F:13])([F:12])[F:11])(=[O:9])=[O:8])(=O)=O.[CH:16]1([C:19]2[CH:24]=[C:23]([C:25]([O:27][CH3:28])=[O:26])[C:22](O)=[CH:21][C:20]=2[C:30]2[CH:35]=[CH:34][C:33]([F:36])=[CH:32][CH:31]=2)[CH2:18][CH2:17]1, predict the reaction product. The product is: [CH:16]1([C:19]2[CH:24]=[C:23]([C:25]([O:27][CH3:28])=[O:26])[C:22]([O:6][S:7]([C:10]([F:11])([F:12])[F:13])(=[O:8])=[O:9])=[CH:21][C:20]=2[C:30]2[CH:31]=[CH:32][C:33]([F:36])=[CH:34][CH:35]=2)[CH2:18][CH2:17]1. (6) Given the reactants [NH:1]1[C:5]2[CH:6]=[CH:7][C:8]([N:10]3[CH:14]([C:15]4[CH:20]=[C:19]([F:21])[CH:18]=[C:17]([F:22])[C:16]=4[F:23])[C:13](O)=[CH:12][C:11]3=[O:25])=[CH:9][C:4]=2[N:3]=[CH:2]1.[CH:26]1([NH2:32])[CH2:31][CH2:30][CH2:29][CH2:28][CH2:27]1, predict the reaction product. The product is: [NH:1]1[C:5]2[CH:6]=[CH:7][C:8]([N:10]3[CH:14]([C:15]4[CH:20]=[C:19]([F:21])[CH:18]=[C:17]([F:22])[C:16]=4[F:23])[C:13]([NH:32][CH:26]4[CH2:31][CH2:30][CH2:29][CH2:28][CH2:27]4)=[CH:12][C:11]3=[O:25])=[CH:9][C:4]=2[N:3]=[CH:2]1. (7) The product is: [N:24]1[NH:23][CH:22]=[C:21]2[C:25]=1[CH:26]=[C:18]([NH:17][C:2]1[CH:7]=[CH:6][N:5]=[C:4]3[CH:8]=[C:9]([C:11]4[CH:16]=[CH:15][CH:14]=[CH:13][CH:12]=4)[O:10][C:3]=13)[CH:19]=[CH:20]2. Given the reactants Cl[C:2]1[CH:7]=[CH:6][N:5]=[C:4]2[CH:8]=[C:9]([C:11]3[CH:16]=[CH:15][CH:14]=[CH:13][CH:12]=3)[O:10][C:3]=12.[NH2:17][C:18]1[CH:26]=[C:25]2[C:21]([CH:22]=[N:23][NH:24]2)=[CH:20][CH:19]=1.C1(P(C2CCCCC2)C2C=CC=CC=2C2C(C(C)C)=CC(C(C)C)=CC=2C(C)C)CCCCC1.CC(C)([O-])C.[Na+], predict the reaction product.